This data is from Catalyst prediction with 721,799 reactions and 888 catalyst types from USPTO. The task is: Predict which catalyst facilitates the given reaction. (1) Reactant: [NH:1]1[CH2:5][CH2:4][CH:3]([OH:6])[CH2:2]1.Cl[C:8]1[C:17]2[C:12](=[CH:13][C:14]([O:20][CH3:21])=[C:15]([O:18][CH3:19])[CH:16]=2)[N:11]=[CH:10][N:9]=1.CCN(C(C)C)C(C)C.[N+](C1C=CC([O:40][C:41](=O)[NH:42][C:43]2[CH:48]=[CH:47][C:46]([CH:49]([CH3:51])[CH3:50])=[CH:45][CH:44]=2)=CC=1)([O-])=O.[H-].[Na+].C([O-])([O-])=O.[K+].[K+]. Product: [CH3:19][O:18][C:15]1[CH:16]=[C:17]2[C:12](=[CH:13][C:14]=1[O:20][CH3:21])[N:11]=[CH:10][N:9]=[C:8]2[N:1]1[CH2:5][CH2:4][CH:3]([O:6][C:41](=[O:40])[NH:42][C:43]2[CH:48]=[CH:47][C:46]([CH:49]([CH3:50])[CH3:51])=[CH:45][CH:44]=2)[CH2:2]1. The catalyst class is: 16. (2) Reactant: Cl[Si:2]([CH:9]([CH3:11])[CH3:10])([CH:6]([CH3:8])[CH3:7])[CH:3]([CH3:5])[CH3:4].[C:12]([O:16][C:17](=[O:36])[NH:18][C@@H:19]1[CH2:24][CH2:23][N:22]([C:25]2[CH:30]=[C:29]([C:31]#[N:32])[CH:28]=[C:27]([NH2:33])[C:26]=2[Cl:34])[CH2:21][C@H:20]1[OH:35])([CH3:15])([CH3:14])[CH3:13].N1C=CN=C1. Product: [C:12]([O:16][C:17](=[O:36])[NH:18][C@@H:19]1[CH2:24][CH2:23][N:22]([C:25]2[CH:30]=[C:29]([C:31]#[N:32])[CH:28]=[C:27]([NH2:33])[C:26]=2[Cl:34])[CH2:21][C@H:20]1[O:35][Si:2]([CH:9]([CH3:11])[CH3:10])([CH:6]([CH3:8])[CH3:7])[CH:3]([CH3:5])[CH3:4])([CH3:15])([CH3:13])[CH3:14]. The catalyst class is: 3. (3) Reactant: [Cl:1][C:2]1[N:7]=[CH:6][C:5]([CH:8]([OH:13])[C:9]([F:12])([F:11])[F:10])=[CH:4][CH:3]=1.C(N(CC)CC)C.[F:21][C:22]([F:35])([F:34])[S:23](O[S:23]([C:22]([F:35])([F:34])[F:21])(=[O:25])=[O:24])(=[O:25])=[O:24].CCCCCC. Product: [F:21][C:22]([F:35])([F:34])[S:23]([O:13][CH:8]([C:5]1[CH:6]=[N:7][C:2]([Cl:1])=[CH:3][CH:4]=1)[C:9]([F:10])([F:11])[F:12])(=[O:25])=[O:24]. The catalyst class is: 34. (4) Reactant: [O:1]1[CH2:5][C@@H:4]([OH:6])[C@H:3]2[O:7][CH2:8][C@@H:9]([OH:10])[C@@H:2]12.N1C=CN=C1.[C:16]([Si:20]([CH3:23])([CH3:22])Cl)([CH3:19])([CH3:18])[CH3:17]. Product: [C:16]([Si:20]([CH3:23])([CH3:22])[O:6][C@H:4]1[C@H:3]2[O:7][CH2:8][C@@H:9]([OH:10])[C@H:2]2[O:1][CH2:5]1)([CH3:19])([CH3:18])[CH3:17]. The catalyst class is: 9. (5) Product: [ClH:21].[CH3:1][C:2]1[CH2:11][N:10]([CH2:12][CH2:13][CH3:14])[C:9]2[N:8]3[CH2:15][N:16]([O:18][CH3:19])[CH:17]=[C:7]3[CH:6]=[N:5][C:4]=2[C:3]=1[CH3:20]. Reactant: [CH3:1][C:2]1[CH2:11][N:10]([CH2:12][CH2:13][CH3:14])[C:9]2[N:8]3[CH2:15][N:16]([O:18][CH3:19])[CH:17]=[C:7]3[CH:6]=[N:5][C:4]=2[C:3]=1[CH3:20].[Cl:21]CCl.Cl. The catalyst class is: 6. (6) Reactant: S(O[CH2:12][C@H:13]1[O:17][C:16](=[O:18])[NH:15][CH2:14]1)(C1C=CC(C)=CC=1)(=O)=O.[C-:19]#[N:20].[Na+]. Product: [C:19]([CH2:12][CH:13]1[O:17][C:16](=[O:18])[NH:15][CH2:14]1)#[N:20]. The catalyst class is: 24. (7) Product: [CH3:19][CH:17]([CH3:18])[CH2:16][C@H:12]([N:11]1[C:10](=[O:20])[C:9]2[C:4](=[CH:5][CH:6]=[CH:7][CH:8]=2)[N:3]([CH3:21])[C:2]1=[O:1])[C:13]([OH:15])=[O:14]. The catalyst class is: 5. Reactant: [O:1]=[C:2]1[N:11]([C@@H:12]([CH2:16][CH:17]([CH3:19])[CH3:18])[C:13]([OH:15])=[O:14])[C:10](=[O:20])[C:9]2[C:4](=[CH:5][CH:6]=[CH:7][CH:8]=2)[NH:3]1.[CH3:21]I.Cl.